This data is from Full USPTO retrosynthesis dataset with 1.9M reactions from patents (1976-2016). The task is: Predict the reactants needed to synthesize the given product. (1) Given the product [NH2:42][C:43]1[C:51]([C:2]2[N:11]=[C:10]([NH:12][CH2:13][CH:14]([C:21]3[CH:26]=[CH:25][CH:24]=[CH:23][CH:22]=3)[C:15]3[CH:20]=[CH:19][CH:18]=[CH:17][CH:16]=3)[C:9]3[C:4](=[CH:5][CH:6]=[CH:7][CH:8]=3)[N:3]=2)=[CH:52][CH:53]=[C:45]([CH3:50])[N:44]=1, predict the reactants needed to synthesize it. The reactants are: Cl[C:2]1[N:11]=[C:10]([NH:12][CH2:13][CH:14]([C:21]2[CH:26]=[CH:25][CH:24]=[CH:23][CH:22]=2)[C:15]2[CH:20]=[CH:19][CH:18]=[CH:17][CH:16]=2)[C:9]2[C:4](=[CH:5][CH:6]=[CH:7][CH:8]=2)[N:3]=1.C(NC1[C:50]2[C:45](=CC=CC=2)[N:44]=[C:43]([C:51]2SC3C=CC=C[C:53]=3[CH:52]=2)[N:42]=1)(C1C=CC=CC=1)C1C=CC=CC=1. (2) Given the product [C:16]([O:20][C:21](=[O:24])[CH2:22][NH:23][C:13]1[S:12][CH:2]=[C:3]([C:5]2[CH:10]=[CH:9][C:8]([F:11])=[CH:7][CH:6]=2)[N:14]=1)([CH3:19])([CH3:18])[CH3:17], predict the reactants needed to synthesize it. The reactants are: Br[CH2:2][C:3]([C:5]1[CH:10]=[CH:9][C:8]([F:11])=[CH:7][CH:6]=1)=O.[S-:12][C:13]#[N:14].[Na+].[C:16]([O:20][C:21](=[O:24])[CH2:22][NH2:23])([CH3:19])([CH3:18])[CH3:17].